This data is from Reaction yield outcomes from USPTO patents with 853,638 reactions. The task is: Predict the reaction yield, written as a fraction of the theoretical maximum amount of product (1.0 means a 100% yield; for example, 0.34 means a 34% yield). The reactants are [CH2:1]([N:3](C(C)C)[CH:4](C)C)C.[C:10]([C:13]1[CH:14]=[C:15]([C:30]([OH:32])=O)[CH:16]=[C:17]2[C:22]=1[O:21][C:20]([N:23]1[CH2:28][CH2:27][O:26][CH2:25][CH2:24]1)=[CH:19][C:18]2=[O:29])(=[O:12])[CH3:11].Cl.CNC. The catalyst is C(Cl)Cl. The product is [C:10]([C:13]1[CH:14]=[C:15]([C:30]([N:3]([CH3:4])[CH3:1])=[O:32])[CH:16]=[C:17]2[C:22]=1[O:21][C:20]([N:23]1[CH2:28][CH2:27][O:26][CH2:25][CH2:24]1)=[CH:19][C:18]2=[O:29])(=[O:12])[CH3:11]. The yield is 0.460.